Predict the product of the given reaction. From a dataset of Forward reaction prediction with 1.9M reactions from USPTO patents (1976-2016). (1) The product is: [C:1]([O:5][C:6]([N:8]1[C@H:12]([CH2:13][F:14])[C@@H:11]([C:15]2[CH:16]=[CH:17][C:18]([C:39]3[CH:44]=[N:43][C:42]([CH:45]([CH:50]([CH3:53])[CH3:32])[NH2:46])=[CH:41][CH:40]=3)=[CH:19][CH:20]=2)[O:10][C:9]1([CH3:31])[CH3:30])=[O:7])([CH3:4])([CH3:3])[CH3:2]. Given the reactants [C:1]([O:5][C:6]([N:8]1[C@H:12]([CH2:13][F:14])[C@@H:11]([C:15]2[CH:20]=[CH:19][C:18](B3OC(C)(C)C(C)(C)O3)=[CH:17][CH:16]=2)[O:10][C:9]1([CH3:31])[CH3:30])=[O:7])([CH3:4])([CH3:3])[CH3:2].[C:32]([O-])([O-])=O.[Cs+].[Cs+].Br[C:39]1[CH:40]=[CH:41][C:42]([CH2:45][NH:46]C(C)C)=[N:43][CH:44]=1.[CH2:50]([CH2:53]OC)OC.O, predict the reaction product. (2) Given the reactants C[O:2][C:3]1[CH2:7][CH:6]([CH2:8][C:9]2[CH:13]=[C:12]([CH3:14])[O:11][N:10]=2)[C:5](=[O:15])[C:4]=1[C:16]1[C:21]([CH3:22])=[CH:20][C:19]([CH3:23])=[CH:18][C:17]=1[CH3:24].Cl, predict the reaction product. The product is: [CH3:14][C:12]1[O:11][N:10]=[C:9]([CH2:8][CH:6]2[CH2:7][C:3](=[O:2])[CH:4]([C:16]3[C:21]([CH3:22])=[CH:20][C:19]([CH3:23])=[CH:18][C:17]=3[CH3:24])[C:5]2=[O:15])[CH:13]=1. (3) Given the reactants [CH2:1]([O:3][C:4](=[O:25])[CH:5]([C:7]1[CH:12]=[CH:11][C:10]([NH:13][C:14]([O:16][CH:17]2[CH2:24][CH2:23][CH2:22][CH2:21][CH2:20][CH:19]=[CH:18]2)=[O:15])=[CH:9][CH:8]=1)[OH:6])[CH3:2].C(N(C(C)C)CC)(C)C.[CH2:35]1[C:40](=[O:41])[N:39]([O:42][C:43](ON2C(=O)CCC2=O)=[O:44])[C:37](=[O:38])[CH2:36]1, predict the reaction product. The product is: [CH:17]1([O:16][C:14]([NH:13][C:10]2[CH:11]=[CH:12][C:7]([CH:5]([O:6][C:43]([O:42][N:39]3[C:40](=[O:41])[CH2:35][CH2:36][C:37]3=[O:38])=[O:44])[C:4]([O:3][CH2:1][CH3:2])=[O:25])=[CH:8][CH:9]=2)=[O:15])[CH2:24][CH2:23][CH2:22][CH2:21][CH2:20][CH:19]=[CH:18]1. (4) Given the reactants Cl[C:2]1[CH:7]=[C:6]([C:8]([F:11])([F:10])[F:9])[CH:5]=[C:4](Cl)[C:3]=1[NH:13][NH2:14].[OH:15][C:16]1[CH:23]=[C:22]([OH:24])[CH:21]=[C:20]([OH:25])[C:17]=1[CH:18]=O, predict the reaction product. The product is: [F:9][C:8]([F:11])([F:10])[C:6]1[CH:5]=[CH:4][C:3]([NH:13][N:14]=[CH:18][C:17]2[C:16]([OH:15])=[CH:23][C:22]([OH:24])=[CH:21][C:20]=2[OH:25])=[CH:2][CH:7]=1.